Predict which catalyst facilitates the given reaction. From a dataset of Catalyst prediction with 721,799 reactions and 888 catalyst types from USPTO. (1) Product: [CH3:8][C:4]([CH3:9])([CH2:5][CH:6]=[CH2:7])[CH2:3][N:2]([CH3:1])[C:11]([NH:10][C@@H:13]([CH2:19][CH2:20][CH2:21][CH2:22][CH2:23][CH:24]=[CH2:25])[C:14]([O:16][CH2:17][CH3:18])=[O:15])=[O:12]. Reactant: [CH3:1][NH:2][CH2:3][C:4]([CH3:9])([CH3:8])[CH2:5][CH:6]=[CH2:7].[N:10]([C@@H:13]([CH2:19][CH2:20][CH2:21][CH2:22][CH2:23][CH:24]=[CH2:25])[C:14]([O:16][CH2:17][CH3:18])=[O:15])=[C:11]=[O:12]. The catalyst class is: 1. (2) Reactant: C([Li])CCC.[C:6]([O:10][C:11](=[O:21])[NH:12][C:13]1[CH:14]=[N:15][C:16]([O:19][CH3:20])=[CH:17][CH:18]=1)([CH3:9])([CH3:8])[CH3:7].CN(C)CCN(C)C.ClCC[I:33]. Product: [C:6]([O:10][C:11](=[O:21])[NH:12][C:13]1[CH:14]=[N:15][C:16]([O:19][CH3:20])=[CH:17][C:18]=1[I:33])([CH3:9])([CH3:8])[CH3:7]. The catalyst class is: 27. (3) Reactant: Cl.Cl.[NH2:3][C:4]1[CH:9]=[CH:8][C:7]([C:10]2[CH:15]=[CH:14][C:13]([NH:16][C:17]([C@@H:19]3[CH:24]4[CH2:25][CH2:26][N:21]([CH2:22][CH2:23]4)[CH2:20]3)=[O:18])=[CH:12][CH:11]=2)=[CH:6][CH:5]=1.[Cl:27][C:28]1[CH:29]=[C:30]([CH:34]=[CH:35][CH:36]=1)[C:31](Cl)=[O:32]. Product: [ClH:27].[Cl:27][C:28]1[CH:29]=[C:30]([CH:34]=[CH:35][CH:36]=1)[C:31]([NH:3][C:4]1[CH:9]=[CH:8][C:7]([C:10]2[CH:11]=[CH:12][C:13]([NH:16][C:17]([C@@H:19]3[CH:24]4[CH2:23][CH2:22][N:21]([CH2:26][CH2:25]4)[CH2:20]3)=[O:18])=[CH:14][CH:15]=2)=[CH:6][CH:5]=1)=[O:32]. The catalyst class is: 17. (4) The catalyst class is: 12. Reactant: [NH2:1][C:2]1[N:7]=[C:6]([N:8]2[CH2:30][CH2:29][C:11]3([CH2:15][N:14]([C:16]([O:18][CH2:19][C:20]4[CH:25]=[CH:24][CH:23]=[CH:22][CH:21]=4)=[O:17])[C@H:13]([C:26]([OH:28])=[O:27])[CH2:12]3)[CH2:10][CH2:9]2)[CH:5]=[C:4]([O:31][C@H:32]([C:37]2[CH:42]=[CH:41][C:40](Br)=[CH:39][C:38]=2[N:44]2[CH:48]=[CH:47][C:46]([CH3:49])=[N:45]2)[C:33]([F:36])([F:35])[F:34])[N:3]=1.[CH3:50][O:51][C:52]1[CH:53]=[C:54](B(O)O)[CH:55]=[CH:56][C:57]=1[C:58]([O:60][CH3:61])=[O:59].C([O-])([O-])=O.[Cs+].[Cs+]. Product: [NH2:1][C:2]1[N:7]=[C:6]([N:8]2[CH2:30][CH2:29][C:11]3([CH2:15][N:14]([C:16]([O:18][CH2:19][C:20]4[CH:25]=[CH:24][CH:23]=[CH:22][CH:21]=4)=[O:17])[C@H:13]([C:26]([OH:28])=[O:27])[CH2:12]3)[CH2:10][CH2:9]2)[CH:5]=[C:4]([O:31][C@H:32]([C:37]2[CH:42]=[CH:41][C:40]([C:54]3[CH:55]=[CH:56][C:57]([C:58]([O:60][CH3:61])=[O:59])=[C:52]([O:51][CH3:50])[CH:53]=3)=[CH:39][C:38]=2[N:44]2[CH:48]=[CH:47][C:46]([CH3:49])=[N:45]2)[C:33]([F:36])([F:35])[F:34])[N:3]=1. (5) Reactant: Cl.C(OC(=O)[NH:8][CH:9]([C:12]([C:14]1[O:15][C:16]2[CH:22]=[CH:21][CH:20]=[CH:19][C:17]=2[N:18]=1)=[O:13])[CH2:10][CH3:11])(C)(C)C. Product: [NH2:8][CH:9]([CH2:10][CH3:11])[C:12]([C:14]1[O:15][C:16]2[CH:22]=[CH:21][CH:20]=[CH:19][C:17]=2[N:18]=1)=[O:13]. The catalyst class is: 2.